Predict the product of the given reaction. From a dataset of Forward reaction prediction with 1.9M reactions from USPTO patents (1976-2016). (1) Given the reactants [CH:1]1[CH:6]=[C:5]([S:7]([F:12])([F:11])([F:10])([F:9])[F:8])[CH:4]=[C:3]([C:13]([OH:15])=O)[CH:2]=1.O=S(Cl)[Cl:18], predict the reaction product. The product is: [F:8][S:7]([F:12])([F:11])([F:10])([F:9])[C:5]1[CH:4]=[C:3]([CH:2]=[CH:1][CH:6]=1)[C:13]([Cl:18])=[O:15]. (2) Given the reactants [F:1][C:2]1[CH:25]=[CH:24][CH:23]=[C:22]([C:26]([F:29])([F:28])[F:27])[C:3]=1[C:4]([NH:6][C:7]1[S:18][C:10]2[C:11]([CH3:17])([CH3:16])[O:12][C:13]([CH3:15])([CH3:14])[C:9]=2[C:8]=1[C:19]([OH:21])=O)=[O:5].[OH:30][C@@H:31]([CH3:34])[CH2:32][NH2:33], predict the reaction product. The product is: [F:1][C:2]1[CH:25]=[CH:24][CH:23]=[C:22]([C:26]([F:28])([F:29])[F:27])[C:3]=1[C:4]([NH:6][C:7]1[S:18][C:10]2[C:11]([CH3:16])([CH3:17])[O:12][C:13]([CH3:15])([CH3:14])[C:9]=2[C:8]=1[C:19]([NH:33][CH2:32][C@@H:31]([OH:30])[CH3:34])=[O:21])=[O:5]. (3) Given the reactants [Br:1][C:2]1[CH:7]=[CH:6][C:5]([C@@H:8]([NH:10][CH2:11][CH2:12][C:13]([C:15]2[CH:20]=[CH:19][CH:18]=[CH:17][CH:16]=2)=[O:14])[CH3:9])=[CH:4][CH:3]=1.C(N(CC)CC)C.[C:28](O[C:28]([O:30][C:31]([CH3:34])([CH3:33])[CH3:32])=[O:29])([O:30][C:31]([CH3:34])([CH3:33])[CH3:32])=[O:29].Cl, predict the reaction product. The product is: [Br:1][C:2]1[CH:3]=[CH:4][C:5]([C@@H:8]([N:10]([CH2:11][CH2:12][C:13](=[O:14])[C:15]2[CH:16]=[CH:17][CH:18]=[CH:19][CH:20]=2)[C:28](=[O:29])[O:30][C:31]([CH3:34])([CH3:33])[CH3:32])[CH3:9])=[CH:6][CH:7]=1.